This data is from CYP2D6 inhibition data for predicting drug metabolism from PubChem BioAssay. The task is: Regression/Classification. Given a drug SMILES string, predict its absorption, distribution, metabolism, or excretion properties. Task type varies by dataset: regression for continuous measurements (e.g., permeability, clearance, half-life) or binary classification for categorical outcomes (e.g., BBB penetration, CYP inhibition). Dataset: cyp2d6_veith. The result is 0 (non-inhibitor). The drug is CC(C)NC[C@@H](O)c1ccc(O)c2ncccc12.